Predict the product of the given reaction. From a dataset of Forward reaction prediction with 1.9M reactions from USPTO patents (1976-2016). (1) Given the reactants FC(F)(F)S(O[C:7]1[CH:15]=[CH:14][C:13]([C:16]2[N:17]([C:32]([O:34][C:35]([CH3:38])([CH3:37])[CH3:36])=[O:33])[C:18]3[C:23]([CH:24]=2)=[CH:22][C:21]([CH2:25][N:26]2[CH2:31][CH2:30][CH2:29][CH2:28][CH2:27]2)=[CH:20][CH:19]=3)=[C:12]2[C:8]=1[CH2:9][NH:10][C:11]2=[O:39])(=O)=O.[C:42](=[O:45])([O-])[O-].[K+].[K+].O, predict the reaction product. The product is: [OH:45][C:42]1[CH:14]=[CH:15][C:7]([C:7]2[CH:15]=[CH:14][C:13]([C:16]3[N:17]([C:32]([O:34][C:35]([CH3:36])([CH3:38])[CH3:37])=[O:33])[C:18]4[C:23]([CH:24]=3)=[CH:22][C:21]([CH2:25][N:26]3[CH2:31][CH2:30][CH2:29][CH2:28][CH2:27]3)=[CH:20][CH:19]=4)=[C:12]3[C:8]=2[CH2:9][NH:10][C:11]3=[O:39])=[CH:8][CH:9]=1. (2) Given the reactants [CH2:1]([N:3]1[CH:11]=[N:10][C:9]2[C:4]1=[N:5][C:6]([NH:22][C@H:23]1[CH2:28][CH2:27][C@H:26]([OH:29])[CH2:25][CH2:24]1)=[N:7][C:8]=2[NH:12][C:13]1[CH:18]=[CH:17][CH:16]=[C:15]([N+:19]([O-])=O)[CH:14]=1)[CH3:2].O.NN, predict the reaction product. The product is: [NH2:19][C:15]1[CH:14]=[C:13]([NH:12][C:8]2[N:7]=[C:6]([NH:22][C@H:23]3[CH2:24][CH2:25][C@H:26]([OH:29])[CH2:27][CH2:28]3)[N:5]=[C:4]3[C:9]=2[N:10]=[CH:11][N:3]3[CH2:1][CH3:2])[CH:18]=[CH:17][CH:16]=1. (3) Given the reactants C([O:5][C:6](=[O:26])[CH2:7][C:8]1[CH:13]=[CH:12][C:11]([NH:14][C:15]([C:17]2[C:18]3[CH:25]=[CH:24][CH:23]=[CH:22][C:19]=3[S:20][CH:21]=2)=[O:16])=[CH:10][CH:9]=1)(C)(C)C.Cl.[O:28]1CCOC[CH2:29]1, predict the reaction product. The product is: [S:20]1[CH:21]=[C:17]([C:15]([NH:14][C:11]2[CH:12]=[CH:13][C:8]([CH2:7][C:6]([OH:5])=[O:26])=[CH:9][C:10]=2[O:28][CH3:29])=[O:16])[C:18]2[CH:25]=[CH:24][CH:23]=[CH:22][C:19]1=2.